Dataset: Full USPTO retrosynthesis dataset with 1.9M reactions from patents (1976-2016). Task: Predict the reactants needed to synthesize the given product. (1) The reactants are: [H-].[H-].[H-].[H-].[Li+].[Al+3].[N:7]1([CH2:12][CH2:13][CH2:14][O:15][C:16]2[CH:21]=[CH:20][C:19]([C:22]3([CH2:28][NH:29][C:30](=O)[CH3:31])[CH2:27][CH2:26][O:25][CH2:24][CH2:23]3)=[CH:18][CH:17]=2)[CH2:11][CH2:10][CH2:9][CH2:8]1.O.[OH-].[Na+]. Given the product [N:7]1([CH2:12][CH2:13][CH2:14][O:15][C:16]2[CH:21]=[CH:20][C:19]([C:22]3([CH2:28][NH:29][CH2:30][CH3:31])[CH2:23][CH2:24][O:25][CH2:26][CH2:27]3)=[CH:18][CH:17]=2)[CH2:11][CH2:10][CH2:9][CH2:8]1, predict the reactants needed to synthesize it. (2) Given the product [Cl:21][C:18]1[N:17]=[N:16][C:15]([N:14]2[CH:8]([C:7]3[CH:10]=[CH:11][C:4]([O:3][C:2]([F:13])([F:12])[F:1])=[CH:5][CH:6]=3)[C:27]([C:28](=[O:29])[C:30]3[CH:35]=[CH:34][C:33]([CH:36]([CH3:37])[CH3:38])=[CH:32][CH:31]=3)=[C:26]([OH:39])[C:25]2=[O:24])=[CH:20][CH:19]=1, predict the reactants needed to synthesize it. The reactants are: [F:1][C:2]([F:13])([F:12])[O:3][C:4]1[CH:11]=[CH:10][C:7]([CH:8]=O)=[CH:6][CH:5]=1.[NH2:14][C:15]1[N:16]=[N:17][C:18]([Cl:21])=[CH:19][CH:20]=1.C([O:24][C:25](=O)[C:26]([OH:39])=[CH:27][C:28]([C:30]1[CH:35]=[CH:34][C:33]([CH:36]([CH3:38])[CH3:37])=[CH:32][CH:31]=1)=[O:29])C. (3) Given the product [Cl:16][C:8]1[N:9]=[C:20]([Cl:19])[C:21]2[CH2:4][O:3][C:2]([CH3:13])([CH3:1])[C:6]=2[N:7]=1, predict the reactants needed to synthesize it. The reactants are: [CH3:1][C:2]1([CH3:13])[C:6]2[NH:7][C:8](=O)[NH:9]C(=O)C=2[CH2:4][O:3]1.P(Cl)(Cl)([Cl:16])=O.[Cl:19][CH2:20][CH2:21]Cl. (4) Given the product [C:1]([O:5][C:6]([NH:7][CH:8]([CH:9]1[CH2:13][CH2:12][O:11][CH2:10]1)[C:14]1[C:19]([CH2:20][O:21][S:37]([C:34]2[CH:35]=[CH:36][C:31]([CH3:41])=[CH:32][CH:33]=2)(=[O:39])=[O:38])=[CH:18][C:17]([Cl:22])=[CH:16][N:15]=1)=[O:23])([CH3:4])([CH3:2])[CH3:3].[C:1]([O:5][C:6](=[O:23])[NH:7][CH:8]([C:14]1[C:19]([CH2:20][Cl:40])=[CH:18][C:17]([Cl:22])=[CH:16][N:15]=1)[CH:9]1[CH2:13][CH2:12][O:11][CH2:10]1)([CH3:4])([CH3:3])[CH3:2], predict the reactants needed to synthesize it. The reactants are: [C:1]([O:5][C:6](=[O:23])[NH:7][CH:8]([C:14]1[C:19]([CH2:20][OH:21])=[CH:18][C:17]([Cl:22])=[CH:16][N:15]=1)[CH:9]1[CH2:13][CH2:12][O:11][CH2:10]1)([CH3:4])([CH3:3])[CH3:2].CCN(CC)CC.[C:31]1([CH3:41])[CH:36]=[CH:35][C:34]([S:37]([Cl:40])(=[O:39])=[O:38])=[CH:33][CH:32]=1. (5) Given the product [ClH:49].[CH3:27][S:28]([O:31][C:32]1[CH:37]=[C:36]([C:21]2[CH:20]=[C:19]([C:4]3([C:9]4[CH:14]=[CH:13][C:12]([O:15][CH:16]([F:18])[F:17])=[CH:11][CH:10]=4)[C:5](=[O:8])[N:6]([CH3:7])[C:2]([NH2:1])=[N:3]3)[CH:24]=[CH:23][C:22]=2[F:25])[CH:35]=[C:34]([C:47]#[N:48])[CH:33]=1)(=[O:30])=[O:29], predict the reactants needed to synthesize it. The reactants are: [NH2:1][C:2]1[N:6]([CH3:7])[C:5](=[O:8])[C:4]([C:19]2[CH:24]=[CH:23][C:22]([F:25])=[C:21](Br)[CH:20]=2)([C:9]2[CH:14]=[CH:13][C:12]([O:15][CH:16]([F:18])[F:17])=[CH:11][CH:10]=2)[N:3]=1.[CH3:27][S:28]([O:31][C:32]1[CH:37]=[C:36](B2OC(C)(C)C(C)(C)O2)[CH:35]=[C:34]([C:47]#[N:48])[CH:33]=1)(=[O:30])=[O:29].[ClH:49]. (6) Given the product [CH2:11]([S:13][C:2]1[CH:9]=[CH:8][C:7]([CH3:10])=[CH:6][C:3]=1[C:4]#[N:5])[CH3:12], predict the reactants needed to synthesize it. The reactants are: F[C:2]1[CH:9]=[CH:8][C:7]([CH3:10])=[CH:6][C:3]=1[C:4]#[N:5].[CH2:11]([S-:13])[CH3:12].[Na+].Cl.